This data is from Reaction yield outcomes from USPTO patents with 853,638 reactions. The task is: Predict the reaction yield, written as a fraction of the theoretical maximum amount of product (1.0 means a 100% yield; for example, 0.34 means a 34% yield). (1) The reactants are [F:1][C:2]1[CH:24]=[CH:23][C:5]([C:6]([NH:8][C:9]2[CH:14]=[C:13]([O:15][C:16]3[CH:17]=[N:18][CH:19]=[CH:20][CH:21]=3)[CH:12]=[C:11](I)[CH:10]=2)=[O:7])=[CH:4][CH:3]=1. The catalyst is C1COCC1.Cl[Pd](Cl)([P](C1C=CC=CC=1)(C1C=CC=CC=1)C1C=CC=CC=1)[P](C1C=CC=CC=1)(C1C=CC=CC=1)C1C=CC=CC=1. The product is [F:1][C:2]1[CH:24]=[CH:23][C:5]([C:6]([NH:8][C:9]2[CH:14]=[C:13]([O:15][C:16]3[CH:17]=[N:18][CH:19]=[CH:20][CH:21]=3)[CH:12]=[C:11]([C:17]3[CH:16]=[CH:21][CH:20]=[CH:19][N:18]=3)[CH:10]=2)=[O:7])=[CH:4][CH:3]=1. The yield is 0.190. (2) The reactants are [H-].[Na+].[NH:3]1[C:8]2[N:9]=[CH:10][CH:11]=[CH:12][C:7]=2[C:6](=[O:13])[O:5][C:4]1=[O:14].Br[CH2:16][CH2:17][CH:18]([CH3:20])[CH3:19]. The catalyst is CC(N(C)C)=O. The product is [CH3:19][CH:18]([CH3:20])[CH2:17][CH2:16][N:3]1[C:8]2[N:9]=[CH:10][CH:11]=[CH:12][C:7]=2[C:6](=[O:13])[O:5][C:4]1=[O:14]. The yield is 0.510. (3) No catalyst specified. The reactants are Cl[CH2:2][CH2:3][O:4][CH2:5][C:6]([O:8][CH2:9][CH3:10])=[O:7].[P:11]([O:18]CC)([O:15][CH2:16][CH3:17])[O:12][CH2:13][CH3:14]. The yield is 1.00. The product is [CH2:13]([O:12][P:11]([CH2:2][CH2:3][O:4][CH2:5][C:6]([O:8][CH2:9][CH3:10])=[O:7])([O:15][CH2:16][CH3:17])=[O:18])[CH3:14]. (4) The reactants are C([O:3][C:4]([C@@:6]12[CH2:24][C@H:23]1[CH:22]=[CH:21][CH2:20][CH2:19][CH2:18][CH2:17][CH2:16][C@H:15]([NH:25][C:26]([O:28][C:29]([CH3:32])([CH3:31])[CH3:30])=[O:27])[C:14](=[O:33])[N:13]1[C@@H:9]([CH2:10][CH2:11][CH2:12]1)[C:8](=[O:34])[NH:7]2)=[O:5])C.CO.O[Li].O.Cl. The catalyst is C1COCC1.O. The product is [C:29]([O:28][C:26]([NH:25][C@@H:15]1[C:14](=[O:33])[N:13]2[C@@H:9]([CH2:10][CH2:11][CH2:12]2)[C:8](=[O:34])[NH:7][C@@:6]2([C:4]([OH:5])=[O:3])[C@@H:23]([CH2:24]2)[CH:22]=[CH:21][CH2:20][CH2:19][CH2:18][CH2:17][CH2:16]1)=[O:27])([CH3:32])([CH3:30])[CH3:31]. The yield is 0.990. (5) The reactants are [Cl:1][C:2]1[C:7]([CH3:8])=[CH:6][C:5]([OH:9])=[C:4]([CH:10]([CH3:12])[CH3:11])[CH:3]=1.C(=O)([O-])[O-].[K+].[K+].[CH2:19](Br)[CH:20]=[CH2:21].C(OCC=C)C=C.C(C1C(C(F)(F)F)=CC=C(Cl)C=1O)C=C. The catalyst is C1(C)C=C(C)C=C(C)C=1. The product is [CH2:21]([C:6]1[C:7]([CH3:8])=[C:2]([Cl:1])[CH:3]=[C:4]([CH:10]([CH3:12])[CH3:11])[C:5]=1[OH:9])[CH:20]=[CH2:19]. The yield is 0.730. (6) The reactants are [Br:1][C:2]1[CH:3]=[C:4]([CH:8]=[CH:9][N:10]=1)[C:5](O)=[O:6].ClC1N=C(OC)N=C(OC)N=1.C(N(C(C)C)CC)(C)C.Cl.[CH3:32][NH:33][O:34][CH3:35]. The catalyst is C1COCC1.O.CCOCC. The product is [Br:1][C:2]1[CH:3]=[C:4]([CH:8]=[CH:9][N:10]=1)[C:5]([N:33]([O:34][CH3:35])[CH3:32])=[O:6]. The yield is 0.560. (7) The reactants are [N+:1]([C:4]1[CH:9]=[CH:8][CH:7]=[CH:6][C:5]=1[S:10]([NH:13][CH2:14][CH2:15][N:16]([C:21](=[O:32])[CH2:22][N:23]1[CH:31]=[C:29]([CH3:30])[C:27](=[O:28])[NH:26][C:24]1=[O:25])[CH2:17][C:18](O)=[O:19])(=[O:12])=[O:11])([O-:3])=[O:2].CN1CCOCC1.O. The catalyst is C1COCC1. The product is [N+:1]([C:4]1[CH:9]=[CH:8][CH:7]=[CH:6][C:5]=1[S:10]([N:13]1[CH2:14][CH2:15][N:16]([C:21](=[O:32])[CH2:22][N:23]2[CH:31]=[C:29]([CH3:30])[C:27](=[O:28])[NH:26][C:24]2=[O:25])[CH2:17][C:18]1=[O:19])(=[O:11])=[O:12])([O-:3])=[O:2]. The yield is 0.980. (8) The reactants are [Br:1][C:2]1[CH:7]=[CH:6][C:5]([C:8]([C:10]2[CH:15]=[CH:14][C:13]([OH:16])=[CH:12][CH:11]=2)=O)=[CH:4][CH:3]=1.[O:17]1[CH2:22][CH2:21][C:20](=O)[CH2:19][CH2:18]1.C([O-])([O-])=O.[K+].[K+]. The catalyst is C1COCC1.[Zn].Cl[Ti](Cl)(Cl)Cl. The product is [Br:1][C:2]1[CH:7]=[CH:6][C:5]([C:8](=[C:20]2[CH2:21][CH2:22][O:17][CH2:18][CH2:19]2)[C:10]2[CH:15]=[CH:14][C:13]([OH:16])=[CH:12][CH:11]=2)=[CH:4][CH:3]=1. The yield is 0.620.